The task is: Predict the product of the given reaction.. This data is from Forward reaction prediction with 1.9M reactions from USPTO patents (1976-2016). (1) Given the reactants [Cl:1][C:2]1[CH:9]=[CH:8][C:5]([CH:6]=O)=[C:4]([CH3:10])[N:3]=1.Cl.[NH2:12][OH:13].C([O-])(=O)C.[Na+], predict the reaction product. The product is: [Cl:1][C:2]1[CH:9]=[CH:8][C:5]([CH:6]=[N:12][OH:13])=[C:4]([CH3:10])[N:3]=1. (2) Given the reactants [CH3:1][O:2][C:3](=[O:14])[C:4]1[CH:9]=[C:8]([O:10][CH3:11])[C:7]([Cl:12])=[C:6](O)[CH:5]=1.[Cl:15][C:16]1[CH:21]=[C:20]([Cl:22])[CH:19]=[CH:18][C:17]=1[CH2:23][CH2:24][OH:25].C1(P(C2C=CC=CC=2)C2C=CC=CC=2)C=CC=CC=1.CCOC(/N=N/C(OCC)=O)=O, predict the reaction product. The product is: [CH3:1][O:2][C:3](=[O:14])[C:4]1[CH:9]=[C:8]([O:10][CH3:11])[C:7]([Cl:12])=[C:6]([O:25][CH2:24][CH2:23][C:17]2[CH:18]=[CH:19][C:20]([Cl:22])=[CH:21][C:16]=2[Cl:15])[CH:5]=1.